Dataset: Forward reaction prediction with 1.9M reactions from USPTO patents (1976-2016). Task: Predict the product of the given reaction. (1) Given the reactants [F:1][C:2]([F:28])([F:27])[C:3]1[CH:8]=[CH:7][C:6]([C:9]2[C:10]([C:15]([NH:17][C:18]3[CH:19]=[C:20]([CH:24]=[CH:25][CH:26]=3)C(O)=O)=[O:16])=[CH:11][CH:12]=[CH:13][CH:14]=2)=[CH:5][CH:4]=1.[CH2:29]([O:31][C:32](=[O:39])[CH2:33]NC(=O)CN)[CH3:30].C[N:41]([C:43]([O:47]N1N=NC2C=CC=CC1=2)=[N+](C)C)C.[B-](F)(F)(F)F.C(N(C(C)C)C(C)C)C.[CH3:71][N:72](C)[CH:73]=[O:74], predict the reaction product. The product is: [CH2:29]([O:31][C:32]([CH2:33][CH:71]([C:43]([NH2:41])=[O:47])[NH:72][C:73](=[O:74])[C:20]1[CH:24]=[CH:25][CH:26]=[C:18]([NH:17][C:15]([C:10]2[C:9]([C:6]3[CH:7]=[CH:8][C:3]([C:2]([F:27])([F:28])[F:1])=[CH:4][CH:5]=3)=[CH:14][CH:13]=[CH:12][CH:11]=2)=[O:16])[CH:19]=1)=[O:39])[CH3:30]. (2) The product is: [CH3:1][O:2][C:3]1[CH:4]=[CH:5][C:6]([C:9](=[O:16])[CH:10]([CH2:23][C:22]2[CH:21]=[CH:20][C:19]([C:18]([F:17])([F:27])[F:28])=[CH:26][CH:25]=2)[C:11]([O:13][CH2:14][CH3:15])=[O:12])=[CH:7][CH:8]=1. Given the reactants [CH3:1][O:2][C:3]1[CH:8]=[CH:7][C:6]([C:9](=[O:16])[CH2:10][C:11]([O:13][CH2:14][CH3:15])=[O:12])=[CH:5][CH:4]=1.[F:17][C:18]([F:28])([F:27])[C:19]1[CH:26]=[CH:25][C:22]([CH2:23]Br)=[CH:21][CH:20]=1.C(=O)([O-])[O-].[K+].[K+], predict the reaction product. (3) Given the reactants [Cl:1][C:2]1[CH:3]=[C:4]([CH:18]=[C:19]([OH:21])[CH:20]=1)[C:5]([NH:7][CH2:8][C:9]1[CH:14]=[CH:13][C:12]([C:15]#[N:16])=[CH:11][C:10]=1[OH:17])=[O:6].O[CH2:23][C:24]1[CH:29]=[CH:28][CH:27]=[CH:26][N:25]=1.[C:30]1(P([C:30]2[CH:35]=[CH:34][CH:33]=[CH:32][CH:31]=2)[C:30]2[CH:35]=[CH:34][CH:33]=[CH:32][CH:31]=2)[CH:35]=[CH:34][CH:33]=[CH:32][CH:31]=1.CCOC(/[N:54]=N/C(OCC)=O)=O, predict the reaction product. The product is: [Cl:1][C:2]1[CH:3]=[C:4]([CH:18]=[C:19]([O:21][CH2:30][C:31]2[CH:32]=[CH:33][CH:34]=[CH:35][N:54]=2)[CH:20]=1)[C:5]([NH:7][CH2:8][C:9]1[CH:14]=[CH:13][C:12]([C:15]#[N:16])=[CH:11][C:10]=1[O:17][CH2:23][C:24]1[CH:29]=[CH:28][CH:27]=[CH:26][N:25]=1)=[O:6]. (4) Given the reactants [N+:1]([C:4]1[CH:9]=[CH:8][CH:7]=[CH:6][C:5]=1[S:10](Cl)(=[O:12])=[O:11])([O-:3])=[O:2].[NH2:14][CH2:15][CH2:16][N:17]([CH3:25])[C:18](=[O:24])[O:19][C:20]([CH3:23])([CH3:22])[CH3:21].C(N(CC)CC)C, predict the reaction product. The product is: [CH3:25][N:17]([CH2:16][CH2:15][NH:14][S:10]([C:5]1[CH:6]=[CH:7][CH:8]=[CH:9][C:4]=1[N+:1]([O-:3])=[O:2])(=[O:12])=[O:11])[C:18](=[O:24])[O:19][C:20]([CH3:23])([CH3:21])[CH3:22]. (5) Given the reactants [Br:1][C:2]1[CH:8]=[CH:7][C:5]([NH2:6])=[C:4]([CH3:9])[CH:3]=1.C(=O)([O-])O.[Na+].[C:15](Cl)(Cl)=[S:16], predict the reaction product. The product is: [Br:1][C:2]1[CH:8]=[CH:7][C:5]([N:6]=[C:15]=[S:16])=[C:4]([CH3:9])[CH:3]=1. (6) Given the reactants C(OC([O:8][C:9]1[CH:10]=[C:11]2[C:27](=[CH:28][CH:29]=1)[C:26]1[CH2:25][CH2:24][N:23]3[C@H:14]([CH2:15][C@H:16]4[C@@H:21]([CH2:22]3)[CH2:20][C@@H:19]([O:30][C:31]([C:33]3[CH:38]=[C:37]([O:39][CH3:40])[C:36]([O:41][C:42]([O:44][CH2:45][CH3:46])=[O:43])=[C:35]([O:47][CH3:48])[CH:34]=3)=[O:32])[C@H:18]([O:49][CH3:50])[C@H:17]4[C:51]([O:53][CH3:54])=[O:52])[C:13]=1[NH:12]2)=O)(C)(C)C.Cl, predict the reaction product. The product is: [CH2:45]([O:44][C:42]([O:41][C:36]1[C:35]([O:47][CH3:48])=[CH:34][C:33]([C:31]([O:30][C@H:19]2[C@H:18]([O:49][CH3:50])[C@@H:17]([C:51]([O:53][CH3:54])=[O:52])[C@@H:16]3[C@@H:21]([CH2:22][N:23]4[C@H:14]([CH2:15]3)[C:13]3[NH:12][C:11]5[C:27](=[CH:28][CH:29]=[C:9]([OH:8])[CH:10]=5)[C:26]=3[CH2:25][CH2:24]4)[CH2:20]2)=[O:32])=[CH:38][C:37]=1[O:39][CH3:40])=[O:43])[CH3:46].